Dataset: Forward reaction prediction with 1.9M reactions from USPTO patents (1976-2016). Task: Predict the product of the given reaction. (1) Given the reactants [CH3:1][O:2][C:3]1[CH:8]=[CH:7][CH:6]=[C:5]([O:9][CH3:10])[C:4]=1[CH:11]1[N:16]([CH2:17][C:18]2[CH:23]=[CH:22][C:21]([O:24][C:25]([F:28])([F:27])[F:26])=[CH:20][CH:19]=2)[C:15](=[O:29])[CH2:14][NH:13][C:12]1=[O:30].[CH3:31][C:32]([O:35][C:36](O[C:36]([O:35][C:32]([CH3:34])([CH3:33])[CH3:31])=[O:37])=[O:37])([CH3:34])[CH3:33].CCOC(C)=O, predict the reaction product. The product is: [CH3:1][O:2][C:3]1[CH:8]=[CH:7][CH:6]=[C:5]([O:9][CH3:10])[C:4]=1[CH:11]1[N:16]([CH2:17][C:18]2[CH:23]=[CH:22][C:21]([O:24][C:25]([F:28])([F:26])[F:27])=[CH:20][CH:19]=2)[C:15](=[O:29])[CH2:14][N:13]([C:36]([O:35][C:32]([CH3:34])([CH3:33])[CH3:31])=[O:37])[C:12]1=[O:30]. (2) Given the reactants [C:1]([C:4]1[C:36](=[O:37])[C@@:8]2([CH3:38])[C:9]3[C:15]([OH:16])=[CH:14][C:13]([O:17][CH3:18])=[C:12]([C:19]([NH:21][CH2:22][C:23]4[C:32]5[C:27](=[CH:28][CH:29]=[CH:30][CH:31]=5)[CH:26]=[C:25]([C:33]([OH:35])=O)[CH:24]=4)=[O:20])[C:10]=3[O:11][C:7]2=[CH:6][C:5]=1[OH:39])(=[O:3])[CH3:2].Cl.[CH3:41][NH:42][CH3:43].Cl.CN(C)C(C)CN=C=NCC.O.ON1C2C=CC=CC=2N=N1.C(N(CC)CC)C.[Cl-].[NH4+], predict the reaction product. The product is: [C:1]([C:4]1[C:36](=[O:37])[C@@:8]2([CH3:38])[C:9]3[C:15]([OH:16])=[CH:14][C:13]([O:17][CH3:18])=[C:12]([C:19]([NH:21][CH2:22][C:23]4[C:32]5[C:27](=[CH:28][CH:29]=[CH:30][CH:31]=5)[CH:26]=[C:25]([C:33]([N:42]([CH3:43])[CH3:41])=[O:35])[CH:24]=4)=[O:20])[C:10]=3[O:11][C:7]2=[CH:6][C:5]=1[OH:39])(=[O:3])[CH3:2]. (3) Given the reactants [NH2:1][CH2:2][C@H:3]1[N:8]([C:9]([C:11]2[N:12]=[C:13]([CH3:23])[S:14][C:15]=2[C:16]2[CH:17]=[C:18]([CH3:22])[CH:19]=[CH:20][CH:21]=2)=[O:10])[CH2:7][C@@H:6]2[C@H:4]1[CH2:5]2.[NH:24]1[C:32]2[C:27](=[CH:28][C:29]([C:33](O)=[O:34])=[CH:30][CH:31]=2)[CH:26]=[CH:25]1, predict the reaction product. The product is: [CH3:23][C:13]1[S:14][C:15]([C:16]2[CH:17]=[C:18]([CH3:22])[CH:19]=[CH:20][CH:21]=2)=[C:11]([C:9]([N:8]2[CH2:7][C@@H:6]3[C@@H:4]([CH2:5]3)[C@H:3]2[CH2:2][NH:1][C:33]([C:29]2[CH:28]=[C:27]3[C:32](=[CH:31][CH:30]=2)[NH:24][CH:25]=[CH:26]3)=[O:34])=[O:10])[N:12]=1. (4) Given the reactants [CH3:1][CH:2]([C@H:4]([NH2:23])[C:5]([O:7][CH2:8][CH2:9][O:10][CH2:11][N:12]1[C:16]2[NH:17][C:18]([NH2:22])=[N:19][C:20](=[O:21])[C:15]=2[N:14]=[CH:13]1)=[O:6])[CH3:3].[C:24]([OH:31])(=[O:30])/[CH:25]=[CH:26]\[C:27]([OH:29])=[O:28], predict the reaction product. The product is: [CH3:3][CH:2]([C@H:4]([NH2:23])[C:5]([O:7][CH2:8][CH2:9][O:10][CH2:11][N:12]1[C:16]2[NH:17][C:18]([NH2:22])=[N:19][C:20](=[O:21])[C:15]=2[N:14]=[CH:13]1)=[O:6])[CH3:1].[C:24]([O-:31])(=[O:30])/[CH:25]=[CH:26]\[C:27]([O-:29])=[O:28]. (5) The product is: [CH2:3]([N:10]([CH3:19])[CH2:11][CH2:12][CH:13]([OH:18])[CH2:14][CH2:15][CH2:16][CH3:17])[C:4]1[CH:9]=[CH:8][CH:7]=[CH:6][CH:5]=1. Given the reactants [BH4-].[Na+].[CH2:3]([N:10]([CH3:19])[CH2:11][CH2:12][C:13](=[O:18])[CH2:14][CH2:15][CH2:16][CH3:17])[C:4]1[CH:9]=[CH:8][CH:7]=[CH:6][CH:5]=1, predict the reaction product.